From a dataset of Kir2.1 potassium channel HTS with 301,493 compounds. Binary Classification. Given a drug SMILES string, predict its activity (active/inactive) in a high-throughput screening assay against a specified biological target. The molecule is Clc1cc(c(OCC(=O)Nc2sc(c(n2)C)C(=O)C)cc1)C. The result is 0 (inactive).